This data is from Full USPTO retrosynthesis dataset with 1.9M reactions from patents (1976-2016). The task is: Predict the reactants needed to synthesize the given product. Given the product [C:26]([O:19][CH2:18][C:3]1[CH:4]=[C:5]([O:8][C:9]2[C:14]3[CH:15]=[CH:16][O:17][C:13]=3[CH:12]=[CH:11][N:10]=2)[CH:6]=[CH:7][C:2]=1[Br:1])(=[O:28])[CH3:27], predict the reactants needed to synthesize it. The reactants are: [Br:1][C:2]1[CH:7]=[CH:6][C:5]([O:8][C:9]2[C:14]3[CH:15]=[CH:16][O:17][C:13]=3[CH:12]=[CH:11][N:10]=2)=[CH:4][C:3]=1[CH2:18][OH:19].N1C=CC=CC=1.[C:26](Cl)(=[O:28])[CH3:27].C(=O)(O)[O-].[Na+].